This data is from Full USPTO retrosynthesis dataset with 1.9M reactions from patents (1976-2016). The task is: Predict the reactants needed to synthesize the given product. The reactants are: [Cl:1][C:2]1[CH:10]=[C:9]([O:11][C:12]2[CH:17]=[CH:16][N:15]=[CH:14][C:13]=2[C:18]([N:20]2[C:29]3[C:24](=[CH:25][CH:26]=[CH:27][CH:28]=3)[N:23]([CH:30]3[CH2:32][CH2:31]3)[CH2:22][CH2:21]2)=[O:19])[C:8]([Cl:33])=[CH:7][C:3]=1[C:4](O)=[O:5].CN(C(ON1N=NC2C=CC=NC1=2)=[N+](C)C)C.F[P-](F)(F)(F)(F)F.C(N(CC)C(C)C)(C)C.Cl.[CH3:68][O:69][C:70](=[O:73])[CH2:71][NH2:72]. Given the product [CH3:68][O:69][C:70](=[O:73])[CH2:71][NH:72][C:4](=[O:5])[C:3]1[CH:7]=[C:8]([Cl:33])[C:9]([O:11][C:12]2[CH:17]=[CH:16][N:15]=[CH:14][C:13]=2[C:18]([N:20]2[C:29]3[C:24](=[CH:25][CH:26]=[CH:27][CH:28]=3)[N:23]([CH:30]3[CH2:31][CH2:32]3)[CH2:22][CH2:21]2)=[O:19])=[CH:10][C:2]=1[Cl:1], predict the reactants needed to synthesize it.